From a dataset of Forward reaction prediction with 1.9M reactions from USPTO patents (1976-2016). Predict the product of the given reaction. (1) The product is: [CH3:16][C:13]1([CH3:17])[N:12]([CH2:24][C:23]2[CH:26]=[CH:27][CH:28]=[C:21]([N+:18]([O-:20])=[O:19])[CH:22]=2)[N:11]([CH:2]2[CH:3]3[CH2:4][CH:5]4[CH2:6][CH:7]([CH2:8][CH:1]2[CH2:10]4)[CH2:9]3)[C:14]1=[O:15]. Given the reactants [CH:1]12[CH2:10][CH:5]3[CH2:6][CH:7]([CH2:9][CH:3]([CH2:4]3)[CH:2]1[N:11]1[C:14](=[O:15])[C:13]([CH3:17])([CH3:16])[NH:12]1)[CH2:8]2.[N+:18]([C:21]1[CH:22]=[C:23]([CH:26]=[CH:27][CH:28]=1)[CH2:24]Br)([O-:20])=[O:19], predict the reaction product. (2) Given the reactants Br[C:2]1[CH:3]=[CH:4][C:5]2[CH:6]=[CH:7][C:8]3[C:17]([C:18]=2[CH:19]=1)=[CH:16][CH:15]=[C:14]1[C:9]=3[CH:10]=[CH:11][CH:12]=[CH:13]1.[C:20]([C:24]1[CH:29]=[CH:28][C:27]([NH:30][C:31]2[CH:36]=[CH:35][C:34]([C:37]3[CH:42]=[CH:41][CH:40]=[CH:39][CH:38]=3)=[CH:33][CH:32]=2)=[CH:26][CH:25]=1)([CH3:23])([CH3:22])[CH3:21].C(P(C(C)(C)C)C(C)(C)C)(C)(C)C.CC(C)([O-])C.[Na+], predict the reaction product. The product is: [C:34]1([C:37]2[CH:38]=[CH:39][CH:40]=[CH:41][CH:42]=2)[CH:33]=[CH:32][C:31]([N:30]([C:27]2[CH:28]=[CH:29][C:24]([C:20]([CH3:23])([CH3:21])[CH3:22])=[CH:25][CH:26]=2)[C:2]2[CH:3]=[CH:4][C:5]3[CH:6]=[CH:7][C:8]4[C:17]([C:18]=3[CH:19]=2)=[CH:16][CH:15]=[C:14]2[C:9]=4[CH:10]=[CH:11][CH:12]=[CH:13]2)=[CH:36][CH:35]=1. (3) Given the reactants [CH:1]([N:4]1[C:8]2=[N:9][C:10]([CH3:24])=[C:11]([C:13]3[C:14]([O:22]C)=[N:15][C:16]([CH:19]([CH3:21])[CH3:20])=[CH:17][CH:18]=3)[N:12]=[C:7]2[C:6]([CH3:25])=[CH:5]1)([CH3:3])[CH3:2], predict the reaction product. The product is: [CH:1]([N:4]1[C:8]2=[N:9][C:10]([CH3:24])=[C:11]([C:13]3[C:14]([OH:22])=[N:15][C:16]([CH:19]([CH3:20])[CH3:21])=[CH:17][CH:18]=3)[N:12]=[C:7]2[C:6]([CH3:25])=[CH:5]1)([CH3:3])[CH3:2]. (4) Given the reactants [CH3:1][O:2][C:3]([C:5]1N=C2C(C(F)(F)F)=CC(Br)=CN2[C:18]=1CC(OC)=O)=[O:4].[C:24]1([C:30]2[N:35]=[N:34][C:33]([NH2:36])=[C:32]([C:37]([F:40])([F:39])[F:38])[CH:31]=2)[CH:29]=[CH:28][CH:27]=[CH:26][CH:25]=1.BrCC(=O)C(OC)=O, predict the reaction product. The product is: [CH3:1][O:2][C:3]([C:5]1[N:36]=[C:33]2[C:32]([C:37]([F:39])([F:40])[F:38])=[CH:31][C:30]([C:24]3[CH:25]=[CH:26][CH:27]=[CH:28][CH:29]=3)=[N:35][N:34]2[CH:18]=1)=[O:4]. (5) Given the reactants [OH:1][C:2]1[CH:7]=[CH:6][C:5]([C:8]2[N:9]=[C:10]3[CH:15]=[CH:14][C:13]([I:16])=[CH:12][N:11]3[CH:17]=2)=[CH:4][CH:3]=1.[CH3:18][Si](C=[N+]=[N-])(C)C, predict the reaction product. The product is: [I:16][C:13]1[CH:14]=[CH:15][C:10]2[N:11]([CH:17]=[C:8]([C:5]3[CH:4]=[CH:3][C:2]([O:1][CH3:18])=[CH:7][CH:6]=3)[N:9]=2)[CH:12]=1. (6) Given the reactants [Br:1][C:2]1[CH:7]=[CH:6][C:5](F)=[C:4]([N+:9]([O-:11])=[O:10])[CH:3]=1.[NH2:12][CH2:13][CH2:14][OH:15], predict the reaction product. The product is: [Br:1][C:2]1[CH:7]=[CH:6][C:5]([NH:12][CH2:13][CH2:14][OH:15])=[C:4]([N+:9]([O-:11])=[O:10])[CH:3]=1. (7) Given the reactants [CH3:1][O:2][C:3]1[C:13]2[C:12]([C:14]3[CH:15]=[C:16]([CH:19]=[CH:20][CH:21]=3)[C:17]#[N:18])=[N:11][CH2:10][C:9](=[O:22])[NH:8][C:7]=2[CH:6]=[C:5]([O:23][CH3:24])[C:4]=1[C:25]1[CH:30]=[CH:29][CH:28]=[CH:27][CH:26]=1.CI.[CH2:33](I)[CH2:34][CH3:35], predict the reaction product. The product is: [CH3:1][O:2][C:3]1[C:13]2[C:12]([C:14]3[CH:15]=[C:16]([CH:19]=[CH:20][CH:21]=3)[C:17]#[N:18])=[N:11][CH2:10][C:9](=[O:22])[N:8]([CH2:33][CH2:34][CH3:35])[C:7]=2[CH:6]=[C:5]([O:23][CH3:24])[C:4]=1[C:25]1[CH:30]=[CH:29][CH:28]=[CH:27][CH:26]=1.